Dataset: Full USPTO retrosynthesis dataset with 1.9M reactions from patents (1976-2016). Task: Predict the reactants needed to synthesize the given product. (1) Given the product [NH2:63][C:64]1[N:65]=[CH:66][N:67]=[C:68]([NH:39][CH:40]([C:42]2[C:51]([C:52]3[CH:57]=[CH:56][CH:55]=[CH:54][N:53]=3)=[C:50]([C:58]([NH:60][CH3:61])=[O:59])[C:49]3[C:44](=[CH:45][CH:46]=[C:47]([F:62])[CH:48]=3)[N:43]=2)[CH3:41])[C:69]=1[C:70]#[N:71], predict the reactants needed to synthesize it. The reactants are: FC1C=C2C(=CC=1)N=C(C(NC(=O)OC(C)(C)C)C)C(C1C=CC=CN=1)=C2C(=O)NC.Cl.O1CCOCC1.[NH2:39][CH:40]([C:42]1[C:51]([C:52]2[CH:57]=[CH:56][CH:55]=[CH:54][N:53]=2)=[C:50]([C:58]([NH:60][CH3:61])=[O:59])[C:49]2[C:44](=[CH:45][CH:46]=[C:47]([F:62])[CH:48]=2)[N:43]=1)[CH3:41].[NH2:63][C:64]1[C:69]([C:70]#[N:71])=[C:68](Cl)[N:67]=[CH:66][N:65]=1.CCN(C(C)C)C(C)C. (2) The reactants are: [Cl:1][C:2]1[C:3]([NH:27][C:28]2[CH:33]=[CH:32][CH:31]=[CH:30][C:29]=2[C:34](=[O:37])[NH:35][CH3:36])=[N:4][C:5]([NH:8][C:9]2[CH:10]=[CH:11][C:12]3[CH2:18][N:17]([CH2:19][CH2:20][O:21]C(=O)C)[CH2:16][CH2:15][N:14]([CH3:25])[C:13]=3[CH:26]=2)=[N:6][CH:7]=1.ClC1C(NC2C=CC=CC=2C(NC)=O)=NC(NC2C=CC3CNCCN(C)C=3C=2)=NC=1.C(OCCBr)(=O)C.C(N(CC)CC)C. Given the product [Cl:1][C:2]1[C:3]([NH:27][C:28]2[CH:33]=[CH:32][CH:31]=[CH:30][C:29]=2[C:34]([NH:35][CH3:36])=[O:37])=[N:4][C:5]([NH:8][C:9]2[CH:10]=[CH:11][C:12]3[CH2:18][N:17]([CH2:19][CH2:20][OH:21])[CH2:16][CH2:15][N:14]([CH3:25])[C:13]=3[CH:26]=2)=[N:6][CH:7]=1, predict the reactants needed to synthesize it. (3) Given the product [CH3:28][NH:30][C:20]([C:10]1[C:9]([NH:8][C:5]2[CH:6]=[CH:7][C:2]([Br:1])=[CH:3][C:4]=2[Cl:23])=[C:18]([F:19])[C:13]2[N:14]=[CH:15][NH:16][C:12]=2[CH:11]=1)=[O:22], predict the reactants needed to synthesize it. The reactants are: [Br:1][C:2]1[CH:7]=[CH:6][C:5]([NH:8][C:9]2[C:10]([C:20]([OH:22])=O)=[CH:11][C:12]3[N:16](C)[CH:15]=[N:14][C:13]=3[C:18]=2[F:19])=[C:4]([Cl:23])[CH:3]=1.C1C=CC2N(O)N=[N:30][C:28]=2C=1.C(N(CC)CC)C.CN.CCN=C=NCCCN(C)C. (4) Given the product [Br:1][C:2]1[CH:3]=[CH:4][C:5]([C:8]2[N:12]([CH2:16][O:17][CH2:18][CH2:19][Si:20]([CH3:23])([CH3:22])[CH3:21])[CH:11]=[CH:10][N:9]=2)=[CH:6][CH:7]=1, predict the reactants needed to synthesize it. The reactants are: [Br:1][C:2]1[CH:7]=[CH:6][C:5]([C:8]2[NH:9][CH:10]=[CH:11][N:12]=2)=[CH:4][CH:3]=1.[H-].[Na+].Cl[CH2:16][O:17][CH2:18][CH2:19][Si:20]([CH3:23])([CH3:22])[CH3:21].